Predict which catalyst facilitates the given reaction. From a dataset of Catalyst prediction with 721,799 reactions and 888 catalyst types from USPTO. (1) Reactant: Cl.[F:2][C@H:3]1[CH2:7][CH2:6][NH:5][CH2:4]1.CCN(C(C)C)C(C)C.[Cl:17][C:18]1[CH:23]=[C:22](Cl)[CH:21]=[C:20]([Cl:25])[N:19]=1. Product: [Cl:17][C:18]1[CH:23]=[C:22]([N:5]2[CH2:6][CH2:7][C@H:3]([F:2])[CH2:4]2)[CH:21]=[C:20]([Cl:25])[N:19]=1. The catalyst class is: 8. (2) Reactant: [F:1][C:2]1[CH:3]=[C:4]([C@@:9]2([OH:24])[CH2:14][CH2:13][N:12]([C:15]([O:17][C:18]([CH3:21])([CH3:20])[CH3:19])=[O:16])[CH2:11][C@@H:10]2[CH2:22][OH:23])[CH:5]=[CH:6][C:7]=1[F:8].CC(OI1(OC(C)=O)(OC(C)=O)OC(=O)C2C=CC=CC1=2)=O.C(=O)(O)[O-].[Na+].O. Product: [F:1][C:2]1[CH:3]=[C:4]([C@@:9]2([OH:24])[CH2:14][CH2:13][N:12]([C:15]([O:17][C:18]([CH3:19])([CH3:20])[CH3:21])=[O:16])[CH2:11][C@@H:10]2[CH:22]=[O:23])[CH:5]=[CH:6][C:7]=1[F:8]. The catalyst class is: 4. (3) Reactant: FC(F)(F)S(O[C:7]1[C:16]2[C:11](=[N:12][CH:13]=[CH:14][CH:15]=2)[N:10]([O:17][CH2:18][C:19]2[CH:24]=[CH:23][CH:22]=[CH:21][CH:20]=2)[C:9](=[O:25])[CH:8]=1)(=O)=O.[CH:28]([C:30]1[CH:31]=[C:32](B(O)O)[CH:33]=[CH:34][CH:35]=1)=[O:29].C(=O)([O-])[O-].[Na+].[Na+]. Product: [CH2:18]([O:17][N:10]1[C:11]2[C:16](=[CH:15][CH:14]=[CH:13][N:12]=2)[C:7]([C:34]2[CH:35]=[C:30]([CH:31]=[CH:32][CH:33]=2)[CH:28]=[O:29])=[CH:8][C:9]1=[O:25])[C:19]1[CH:24]=[CH:23][CH:22]=[CH:21][CH:20]=1. The catalyst class is: 77. (4) Reactant: [F:1][C:2]1[C:7]([OH:8])=[CH:6][CH:5]=[CH:4][C:3]=1[CH2:9][NH:10][C:11](=[O:19])[C:12]1[CH:17]=[CH:16][CH:15]=[N:14][C:13]=1[NH2:18].Cl[CH2:21][CH2:22][CH2:23][C:24]#[CH:25].C(=O)([O-])[O-].[Cs+].[Cs+].C(=O)(O)[O-].[Na+]. Product: [F:1][C:2]1[C:7]([O:8][CH2:25][CH2:24][CH2:23][C:22]#[CH:21])=[CH:6][CH:5]=[CH:4][C:3]=1[CH2:9][NH:10][C:11](=[O:19])[C:12]1[CH:17]=[CH:16][CH:15]=[N:14][C:13]=1[NH2:18]. The catalyst class is: 136. (5) Reactant: C([O:3][C:4](=[O:26])[CH2:5][CH:6]1[O:10][B:9]([OH:11])[C:8]2[CH:12]=[C:13]([O:17][C:18]3[CH:23]=[N:22][C:21]([C:24]#[N:25])=[CH:20][N:19]=3)[CH:14]=[C:15]([CH3:16])[C:7]1=2)C. Product: [NH2:25][CH2:24][C:21]1[N:22]=[CH:23][C:18]([O:17][C:13]2[CH:14]=[C:15]([CH3:16])[C:7]3[CH:6]([CH2:5][C:4]([OH:26])=[O:3])[O:10][B:9]([OH:11])[C:8]=3[CH:12]=2)=[N:19][CH:20]=1. The catalyst class is: 19. (6) Reactant: Cl[C:2]1[N:7]=[C:6]([CH3:8])[N:5]=[C:4]([C:9]#[N:10])[CH:3]=1.[OH:11][C:12]1[CH:17]=[CH:16][C:15]([CH2:18][S:19]([NH2:22])(=[O:21])=[O:20])=[CH:14][CH:13]=1.C(=O)([O-])[O-].[K+].[K+]. Product: [C:9]([C:4]1[N:5]=[C:6]([CH3:8])[N:7]=[C:2]([O:11][C:12]2[CH:17]=[CH:16][C:15]([CH2:18][S:19]([NH2:22])(=[O:20])=[O:21])=[CH:14][CH:13]=2)[CH:3]=1)#[N:10]. The catalyst class is: 163. (7) Reactant: Cl.[CH3:2][N:3]1[CH2:8][CH2:7][N:6]([C:9]2[CH:10]=[CH:11][CH:12]=[C:13]3[C:18]=2[O:17][C:16]([C:19](O)=[O:20])=[CH:15][C:14]3=[O:22])[CH2:5][CH2:4]1.C(N(CC)CC)C.ON1C2C=CC=CC=2N=N1.[N:40]1([C:46]2[CH:52]=[CH:51][C:49]([NH2:50])=[CH:48][CH:47]=2)[CH2:45][CH2:44][O:43][CH2:42][CH2:41]1. Product: [CH3:2][N:3]1[CH2:4][CH2:5][N:6]([C:9]2[CH:10]=[CH:11][CH:12]=[C:13]3[C:18]=2[O:17][C:16]([C:19]([NH:50][C:49]2[CH:48]=[CH:47][C:46]([N:40]4[CH2:45][CH2:44][O:43][CH2:42][CH2:41]4)=[CH:52][CH:51]=2)=[O:20])=[CH:15][C:14]3=[O:22])[CH2:7][CH2:8]1. The catalyst class is: 546.